This data is from Forward reaction prediction with 1.9M reactions from USPTO patents (1976-2016). The task is: Predict the product of the given reaction. (1) Given the reactants [NH2:1][C:2]1[C:6]2[CH:7]=[C:8]([C:11]#[N:12])[CH:9]=[CH:10][C:5]=2[S:4][C:3]=1C(OCC)=O.[CH3:18][C@@H:19]1[CH2:24]N[CH2:22][CH2:21][N:20]1[C:25](=[O:30])[C:26]([F:29])([F:28])[F:27].O, predict the reaction product. The product is: [CH3:18][C@H:19]1[N:20]([C:25](=[O:30])[C:26]([F:29])([F:28])[F:27])[CH2:21][CH2:22][N:1]([C:2]2[C:6]3[CH:7]=[C:8]([C:11]#[N:12])[CH:9]=[CH:10][C:5]=3[S:4][CH:3]=2)[CH2:24]1. (2) Given the reactants [Br:1][C:2]1[CH:7]=[CH:6][C:5]([CH2:8][CH2:9]O)=[CH:4][CH:3]=1.[Br:11]C(Br)(Br)Br.C1(P(C2C=CC=CC=2)C2C=CC=CC=2)C=CC=CC=1, predict the reaction product. The product is: [Br:1][C:2]1[CH:7]=[CH:6][C:5]([CH2:8][CH2:9][Br:11])=[CH:4][CH:3]=1. (3) Given the reactants [Si]([O:8][C:9]1[CH:10]=[CH:11][C:12]([CH3:15])=[N:13][CH:14]=1)(C(C)(C)C)(C)C.[Li+].CC([N-]C(C)C)C.[CH2:24]([O:31][C:32]1[CH:33]=[C:34]([CH:37]=[C:38]([O:40][CH2:41][C:42]2[CH:47]=[CH:46][CH:45]=[CH:44][CH:43]=2)[CH:39]=1)[CH:35]=[O:36])[C:25]1[CH:30]=[CH:29][CH:28]=[CH:27][CH:26]=1.Cl.N, predict the reaction product. The product is: [CH2:41]([O:40][C:38]1[CH:37]=[C:34]([CH:35]([OH:36])[CH2:15][C:12]2[N:13]=[CH:14][C:9]([OH:8])=[CH:10][CH:11]=2)[CH:33]=[C:32]([O:31][CH2:24][C:25]2[CH:30]=[CH:29][CH:28]=[CH:27][CH:26]=2)[CH:39]=1)[C:42]1[CH:43]=[CH:44][CH:45]=[CH:46][CH:47]=1. (4) Given the reactants [CH3:1][C@@H:2]1[CH2:7][N:6]([C:8]2[CH:13]=[CH:12][CH:11]=[CH:10][C:9]=2[C:14]([F:17])([F:16])[F:15])[CH2:5][CH2:4][N:3]1[S:18]([C:21]1[CH:26]=[CH:25][C:24]([C:27](=[O:29])[CH3:28])=[CH:23][CH:22]=1)(=[O:20])=[O:19].[Si]([C:34]([F:37])([F:36])[F:35])(C)(C)C.[F-].C([N+](CCCC)(CCCC)CCCC)CCC, predict the reaction product. The product is: [F:35][C:34]([F:37])([F:36])[C:27]([C:24]1[CH:23]=[CH:22][C:21]([S:18]([N:3]2[CH2:4][CH2:5][N:6]([C:8]3[CH:13]=[CH:12][CH:11]=[CH:10][C:9]=3[C:14]([F:16])([F:17])[F:15])[CH2:7][C@H:2]2[CH3:1])(=[O:20])=[O:19])=[CH:26][CH:25]=1)([OH:29])[CH3:28]. (5) The product is: [CH:1]1[C:10]2[C:5](=[CH:6][C:7]([C:11]3[N:15]=[C:14]([CH2:16][CH2:17][C@@H:18]([NH2:30])[CH2:19][C:20]4[CH:25]=[CH:24][C:23]([C:26]([F:27])([F:29])[F:28])=[CH:22][CH:21]=4)[O:13][N:12]=3)=[CH:8][CH:9]=2)[CH:4]=[CH:3][N:2]=1. Given the reactants [CH:1]1[C:10]2[C:5](=[CH:6][C:7]([C:11]3[N:15]=[C:14]([CH2:16][CH2:17][C@@H:18]([NH:30]C(=O)OC(C)(C)C)[CH2:19][C:20]4[CH:25]=[CH:24][C:23]([C:26]([F:29])([F:28])[F:27])=[CH:22][CH:21]=4)[O:13][N:12]=3)=[CH:8][CH:9]=2)[CH:4]=[CH:3][N:2]=1.C(O)(C(F)(F)F)=O, predict the reaction product. (6) Given the reactants C([O:4][CH2:5][C@@H:6]1[C@@H:11]([O:12]C(=O)C)[C@H:10]([O:16]C(=O)C)[C@H:9]([O:20]C(=O)C)[C@@H:8]([C:24]2[CH:29]=[CH:28][CH:27]=[C:26]([C:30]3[CH:35]=[CH:34][C:33]([C:36]4[O:37][C:38]([CH3:41])=[N:39][N:40]=4)=[CH:32][CH:31]=3)[CH:25]=2)[O:7]1)(=O)C.CO[Na], predict the reaction product. The product is: [OH:4][CH2:5][C@@H:6]1[C@@H:11]([OH:12])[C@H:10]([OH:16])[C@H:9]([OH:20])[C@@H:8]([C:24]2[CH:29]=[CH:28][CH:27]=[C:26]([C:30]3[CH:31]=[CH:32][C:33]([C:36]4[O:37][C:38]([CH3:41])=[N:39][N:40]=4)=[CH:34][CH:35]=3)[CH:25]=2)[O:7]1. (7) Given the reactants [O:1]1[CH:5]=[CH:4][CH:3]=[C:2]1[C:6](=[N:10][O:11][CH3:12])[C:7]([OH:9])=[O:8].[C:13](Cl)(=O)C, predict the reaction product. The product is: [O:1]1[CH:5]=[CH:4][CH:3]=[C:2]1[C:6](=[N:10][O:11][CH3:12])[C:7]([O:9][CH3:13])=[O:8].